Dataset: Experimentally validated miRNA-target interactions with 360,000+ pairs, plus equal number of negative samples. Task: Binary Classification. Given a miRNA mature sequence and a target amino acid sequence, predict their likelihood of interaction. (1) The miRNA is rno-miR-375-3p with sequence UUUGUUCGUUCGGCUCGCGUGA. The protein sequence of the target gene is MVVLLCLCVLLWEEAHGWGFKNGIFHNSIWLEQAAGVYHREARAGRYKLTYAEAKAVCEFEGGRLATYKQLEAARKIGFHVCAAGWMAKGRVGYPIVKPGPNCGFGKTGIIDYGIRLNRSERWDAYCYNPHAKECGGVFTDPKRIFKSPGFPNEYDDNQVCYWHIRLKYGQRIHLSFLDFDLEHDPGCLADYVEIYDSYDDVHGFVGRYCGDELPEDIISTGNVMTLKFLSDASVTAGGFQIKYVTVDPASKSSQAKNTSTTGNKKFLPGRFSHL. Result: 0 (no interaction). (2) The miRNA is mmu-miR-302a-3p with sequence UAAGUGCUUCCAUGUUUUGGUGA. The protein sequence of the target gene is MKKRRKVTSNLDEKIHLGYHKDSSEENAAVECGQVTYTQAPERPTPEAAQRCQELPPSPDQRKLLSSLQYNKNLLKYLNDDRQKQPSFCDLLIIVEGKEFSAHKVVVAVGSSYFHACLSKNPSTDVVTLDHVTHSVFQHLLEFLYTSEFFVYKYEIPLVLEAAKFLDIIDAVKLLNNENVAAFQAELTEKSSPEETLNELTGRLSSSHQCKFCSRHFCYKKSLENHLAKTHRSLLLGKKHGLKMLERSFSTRRSKRNRKCPVKFEDTSDDEQESGDGSDNLHQESSEKERSDRNDSEDPG.... Result: 1 (interaction). (3) The miRNA is mmu-miR-3088-3p with sequence UUCAUGAGCAGCUGCAAAGGUGU. The protein sequence of the target gene is MAGELTPEEEAQYKKAFSAVDTDGNGTINAQELGAALKATGKNLSEAQLRKLISEVDSDGDGEISFQEFLTAAKKARAGLEDLQVAFRAFDQDGDGHITVDELRRAMAGLGQPLPQEELDAMIREADVDQDGRVNYEEFARMLAQE. Result: 0 (no interaction). (4) The miRNA is hsa-miR-196a-3p with sequence CGGCAACAAGAAACUGCCUGAG. The protein sequence of the target gene is MASSDCEGHAGQEGETFLYFAYGSNLLTERIHLRNPSAVFCCVARLQDFKLDFGNFQGKMSERWHGGIATIFQSPGDEVWGVVWRMNKSNISSLDEQEGVKSGVYVVIEIKVSTREGKEITCRSYLMTNYESAPPSPQYKKVICMGAKENGLPQEYQEKLKAIEPNEYKGKISDEMEDIIKKGESKLS. Result: 0 (no interaction). (5) The miRNA is mmu-miR-1258-5p with sequence UGCUGAGCUAAUUCCCUAACUG. The protein sequence of the target gene is MEPRALVTALSLGLSLCSLGLLVTAIFTDHWYETDPRRHKESCERSRAGADPPDQKNRLMPLSHLPLRDSPPLGRRLLPGGPGRADPESWRSLLGLGGLDAECGRPLFATYSGLWRKCYFLGIDRDIDTLILKGIAQRCTAIKYHFSQPIRLRNIPFNLTKTIQQDEWHLLHLRRITAGFLGMAVAVLLCGCIVATVSFFWEESLTQHVAGLLFLMTGIFCTISLCTYAASISYDLNRLPKLIYSLPADVEHGYSWSIFCAWCSLGFIVAAGGLCIAYPFISRTKIAQLKSGRDSTV. Result: 0 (no interaction). (6) The protein sequence of the target gene is MTTSLLLHPRWPESLMYVYEDSAAESGIGGGGGGGGGGTGGAGGGCSGASPGKAPSMDGLGSSCPASHCRDLLPHPVLGRPPAPLGAPQGAVYTDIPAPEAARQCAPPPAPPTSSSATLGYGYPFGGSYYGCRLSHNVNLQQKPCAYHPGDKYPEPSGALPGDDLSSRAKEFAFYPSFASSYQAMPGYLDVSVVPGISGHPEPRHDALIPVEGYQHWALSNGWDSQVYCSKEQSQSAHLWKSPFPDVVPLQPEVSSYRRGRKKRVPYTKVQLKELEKEYAASKFITKEKRRRISATTNLS.... Result: 0 (no interaction). The miRNA is mmu-miR-693-5p with sequence CAGCCACAUCCGAAAGUUUUC. (7) The miRNA is hsa-miR-6854-3p with sequence UGCGUUUCUCCUCUUGAGCAG. The protein sequence of the target gene is MEPLQQQQQQQQQKQPQQPLLQMDAREKQGPQTRESQFLYASKLGTQPALLSITPGRPSGSSVLGPLARVPPATPVARMSEQSNVNSEPEEEEGGLEDEDGDDDVAEVAEKEAQAASKYFHMQKVTRQEPRATPMSSLLPVPGLSPQGQQTKEDHTKDASKAPPSVPTAGQPSWSLDEQLKQNGALAWSDDADGGRGREISRDFAKLYELDGDPERKEFLDDLFIFMQKRGTPINRIPIMAKQILDLYMLYKLVTEKGGLVEIINKKIWREITKGLNLPTSITSAAFTLRTQYMKYLYAY.... Result: 0 (no interaction). (8) The miRNA is hsa-miR-6847-3p with sequence GGCUCAUGUGUCUGUCCUCUUC. The protein sequence of the target gene is MGNTIRALVAFIPADRCQNYVVRDLREMPLDKMVDLSGSQLRRFPLHVCSFRELVKLYLSDNHLNSLPPELGQLQNLQILALDFNNFKALPQVVCTLKQLCILYLGNNKLCDLPSELSLLQNLRTLWIEANCLTQLPDVVCELSLLKTLHAGSNALRLLPGQLRRLQELRTIWLSGNRLTDFPTVLLHMPFLEVIDVDWNSIRYFPSLAHLSSLKLVIYDHNPCRNAPKVAKGVRRVGRWAEETPEPDPRKARRYALVREESQELQAPVPLLPPTNS. Result: 1 (interaction). (9) The miRNA is hsa-miR-522-3p with sequence AAAAUGGUUCCCUUUAGAGUGU. The protein sequence of the target gene is MANPKEKTAMCLVNELARFNRVQPQYKLLNERGPAHSKMFSVQLSLGEQTWESEGSSIKKAQQAVANKALTESTLPKPVQKPPKSNVNNNPGSITPTVELNGLAMKRGEPAIYRPLDPKPFPNYRANYNFRGMYNQRYHCPVPKIFYVQLTVGNNEFFGEGKTRQAARHNAAMKALQALQNEPIPERSPQNGESGKDVDDDKDANKSEISLVFEIALKRNMPVSFEVIKESGPPHMKSFVTRVSVGEFSAEGEGNSKKLSKKRAATTVLQELKKLPPLPVVEKPKLFFKKRPKTIVKAGP.... Result: 0 (no interaction). (10) The miRNA is hsa-miR-1915-5p with sequence ACCUUGCCUUGCUGCCCGGGCC. The protein sequence of the target gene is MNFLPNGICFYLSVAICWFSSRVDASWWYMGTLGSQVMCDNIPGLINKQRQLCRQHPKVMQAIGAGIKNWIGECQHQFRTHRWNCNTMAREHNLFGRLLHRSSREAAFVYAISSAGMVYTLTRACSQGELENCSCDPGKKGSSRDAKGAFDWGGCSDHVDHAIKFTQVFIDAKERKERDARALMNLHNNRAGRKAVKRFMNLECKCHGVSGSCNVRTCWLAMADFRQTGDYLRKKYNNAIQVVMNQYGTGFTSAYRMLKRPNKNDLVYFEDSPDYCIWDHESGSVGTGGRVCNRTSRGTD.... Result: 0 (no interaction).